This data is from Aqueous solubility values for 9,982 compounds from the AqSolDB database. The task is: Regression/Classification. Given a drug SMILES string, predict its absorption, distribution, metabolism, or excretion properties. Task type varies by dataset: regression for continuous measurements (e.g., permeability, clearance, half-life) or binary classification for categorical outcomes (e.g., BBB penetration, CYP inhibition). For this dataset (solubility_aqsoldb), we predict Y. The drug is CCCCCCCCCCCCCCCC(=O)NCC(=O)O. The Y is -5.59 log mol/L.